Dataset: Catalyst prediction with 721,799 reactions and 888 catalyst types from USPTO. Task: Predict which catalyst facilitates the given reaction. (1) Reactant: [NH:1]1[C:9]2[C:4](=[CH:5][CH:6]=[CH:7][CH:8]=2)[C:3]([CH2:10][C:11]([O:13][CH2:14][CH3:15])=[O:12])=[N:2]1.CS(O[CH:21]1[CH2:26][CH2:25][N:24]([C:27]([O:29][C:30]([CH3:33])([CH3:32])[CH3:31])=[O:28])[CH2:23][CH2:22]1)(=O)=O.C([O-])([O-])=O.[Cs+].[Cs+].O1CCOCC1. Product: [CH2:14]([O:13][C:11](=[O:12])[CH2:10][C:3]1[C:4]2[C:9](=[CH:8][CH:7]=[CH:6][CH:5]=2)[N:1]([CH:21]2[CH2:26][CH2:25][N:24]([C:27]([O:29][C:30]([CH3:33])([CH3:32])[CH3:31])=[O:28])[CH2:23][CH2:22]2)[N:2]=1)[CH3:15]. The catalyst class is: 6. (2) Reactant: [NH2:1][C:2]1[S:3][CH2:4][C@@H:5]2[CH2:10][N:9]([C:11]3[N:16]=[C:15]([C:17]([OH:20])([CH3:19])[CH3:18])[C:14]([F:21])=[CH:13][N:12]=3)[CH2:8][C@:6]2([C:22]2[S:26][C:25]([C:27]#[N:28])=[CH:24][CH:23]=2)[N:7]=1.[ClH:29]. Product: [ClH:29].[NH2:1][C:2]1[S:3][CH2:4][C@@H:5]2[CH2:10][N:9]([C:11]3[N:16]=[C:15]([C:17]([OH:20])([CH3:19])[CH3:18])[C:14]([F:21])=[CH:13][N:12]=3)[CH2:8][C@:6]2([C:22]2[S:26][C:25]([C:27]#[N:28])=[CH:24][CH:23]=2)[N:7]=1. The catalyst class is: 27. (3) Reactant: C[O:2][C:3]1[CH:8]=[CH:7][CH:6]=[CH:5][C:4]=1[C:9]1[CH:10]=[N:11][NH:12][CH:13]=1.B(Br)(Br)Br. Product: [NH:11]1[CH:10]=[C:9]([C:4]2[CH:5]=[CH:6][CH:7]=[CH:8][C:3]=2[OH:2])[CH:13]=[N:12]1. The catalyst class is: 4. (4) Reactant: [C:1]([O:5][C:6]([N:8]1[CH2:42][CH2:41][CH2:40][C:10]2([CH2:15][N:14]([CH2:16][C:17]3[C:22]([O:23][CH3:24])=[CH:21][C:20]([O:25][CH3:26])=[CH:19][C:18]=3[O:27][CH3:28])[C:13](=[O:29])[C:12]3[CH:30]=[C:31]([C:33]4[CH:38]=[CH:37][N:36]=[C:35](Cl)[CH:34]=4)[NH:32][C:11]2=3)[CH2:9]1)=[O:7])([CH3:4])([CH3:3])[CH3:2].[CH3:43][N:44]1[CH2:49][CH2:48][N:47]([C:50]2[CH:55]=[CH:54][C:53](B3OC(C)(C)C(C)(C)O3)=[CH:52][C:51]=2[NH:65][C:66](=[O:69])[CH:67]=[CH2:68])[CH2:46][CH2:45]1.C([O-])([O-])=O.[Na+].[Na+]. Product: [C:66]([NH:65][C:51]1[CH:52]=[C:53]([C:35]2[CH:34]=[C:33]([C:31]3[NH:32][C:11]4[C:10]5([CH2:40][CH2:41][CH2:42][N:8]([C:6]([O:5][C:1]([CH3:2])([CH3:4])[CH3:3])=[O:7])[CH2:9]5)[CH2:15][N:14]([CH2:16][C:17]5[C:22]([O:23][CH3:24])=[CH:21][C:20]([O:25][CH3:26])=[CH:19][C:18]=5[O:27][CH3:28])[C:13](=[O:29])[C:12]=4[CH:30]=3)[CH:38]=[CH:37][N:36]=2)[CH:54]=[CH:55][C:50]=1[N:47]1[CH2:48][CH2:49][N:44]([CH3:43])[CH2:45][CH2:46]1)(=[O:69])[CH:67]=[CH2:68]. The catalyst class is: 70. (5) Reactant: [CH3:1][O:2][C:3]([C:5]1[N:6]([CH2:23][C:24]2[CH:32]=[CH:31][C:27]3[O:28][CH2:29][O:30][C:26]=3[CH:25]=2)[C:7](=[O:22])[C:8]2[C:13]([C:14]=1[C:15]1[CH:20]=[CH:19][CH:18]=[CH:17][CH:16]=1)=[CH:12][C:11]([Br:21])=[CH:10][CH:9]=2)=[O:4].C(O)(=O)C.C([O-])(=O)C.[Na+].[Br:42]Br. Product: [CH3:1][O:2][C:3]([C:5]1[N:6]([CH2:23][C:24]2[C:32]([Br:42])=[CH:31][C:27]3[O:28][CH2:29][O:30][C:26]=3[CH:25]=2)[C:7](=[O:22])[C:8]2[C:13]([C:14]=1[C:15]1[CH:16]=[CH:17][CH:18]=[CH:19][CH:20]=1)=[CH:12][C:11]([Br:21])=[CH:10][CH:9]=2)=[O:4]. The catalyst class is: 1. (6) Reactant: O.[NH2:2][NH2:3].[Cl:4][C:5]1[CH:10]=[CH:9][C:8]([C:11](=O)[CH2:12][CH:13]([CH3:15])[CH3:14])=[C:7]([F:17])[CH:6]=1. Product: [Cl:4][C:5]1[CH:10]=[CH:9][C:8]([C:11](=[N:2][NH2:3])[CH2:12][CH:13]([CH3:15])[CH3:14])=[C:7]([F:17])[CH:6]=1. The catalyst class is: 8. (7) Reactant: [Cl:1][C:2]1[CH:3]=[C:4]([CH:7]=[CH:8][C:9]=1[OH:10])[CH:5]=[O:6].[BH4-].[Na+].CCOC(C)=O.O. Product: [Cl:1][C:2]1[CH:3]=[C:4]([CH2:5][OH:6])[CH:7]=[CH:8][C:9]=1[OH:10]. The catalyst class is: 242.